Regression. Given a target protein amino acid sequence and a drug SMILES string, predict the binding affinity score between them. We predict pIC50 (pIC50 = -log10(IC50 in M); higher means more potent). Dataset: bindingdb_ic50. From a dataset of Drug-target binding data from BindingDB using IC50 measurements. The compound is Cc1c(-c2ccccc2)nc2ccc(Br)cc2c1C(=O)Nc1ccc(C(=O)[O-])cc1F. The target protein (P43088) has sequence MSMNNSKQLVSPAAALLSNTTCQTENRLSVFFSVIFMTVGILSNSLAIAILMKAYQRFRQKSKASFLLLASGLVITDFFGHLINGAIAVFVYASDKEWIRFDQSNVLCSIFGICMVFSGLCPLLLGSVMAIERCIGVTKPIFHSTKITSKHVKMMLSGVCLFAVFIALLPILGHRDYKIQASRTWCFYNTEDIKDWEDRFYLLLFSFLGLLALGVSLLCNAITGITLLRVKFKSQQHRQGRSHHLEMVIQLLAIMCVSCICWSPFLVTMANIGINGNHSLETCETTLFALRMATWNQILDPWVYILLRKAVLKNLYKLASQCCGVHVISLHIWELSSIKNSLKVAAISESPVAEKSAST. The pIC50 is 7.0.